The task is: Binary Classification. Given a miRNA mature sequence and a target amino acid sequence, predict their likelihood of interaction.. This data is from Experimentally validated miRNA-target interactions with 360,000+ pairs, plus equal number of negative samples. (1) The miRNA is hsa-miR-323a-5p with sequence AGGUGGUCCGUGGCGCGUUCGC. The protein sequence of the target gene is MKVTVCFGRTGIVVPCKDGQLRVRELTQQALQRYLKTRDQDPGYWVKIHHLEYTDGGILDPDDVLADVVEDKDKLIAVFDEQEPLQKTESPGGNPADRQSPDAFETEVAAQLAAFKPVGGEIVVTPSALKLGTPLLVRRSSDPAPGPHADAQPSTASLSGQSLKPVVLDSTQNVENKEAMNGEQAGLLSLHRPKDELSDMTRAVEISGEGDPLGIHVVPFFSSLSGRILGLFIRGIEENSRCKQEGLFQENECIVKINNVELLDKTFAQAQDVFRQAMKSPSVILHVLLPQNREQYEKSV.... Result: 0 (no interaction). (2) The miRNA is hsa-miR-5787 with sequence GGGCUGGGGCGCGGGGAGGU. The protein sequence of the target gene is MSIETLLEAARFLEWQAQQQQRAREEQERLRLEQEREQEQKKANSLARLAHTLPVEEPRMEAPPLPLSPPAPPPAPPPPLATPAPLTVIPIPVVTNSPQPLPPPPPLPAAAQPLPLAPRQPALVGAPGLSIKEPAPLPSRPQVPTPAPLLPDSKATIPPNGSPKPLQPLPTPVLTIAPHPGVQPQLAPQQPPPPTLGTLKLAPAEEVKSSEQKKRPGGIGTREVHNKLEKNRRAHLKECFETLKRNIPNVDDKKTSNLSVLRTALRYIQSLKRKEKEYEHEMERLAREKIATQQRLAELK.... Result: 1 (interaction). (3) The miRNA is hsa-miR-589-3p with sequence UCAGAACAAAUGCCGGUUCCCAGA. The protein sequence of the target gene is MGTRDDVPEAKVLVPVAVYCGSIPRTSAGPRVLPPGSINSSLPHGEGSLQPEPRALLNNEEPSQLLRGLGQLGGLKLDTPSKGWQARNGHPRNLRALSLGDQPLVLLPSPESEANSVARDTIQIKDKLKKRRLSEGLAASSRASLDPGGGPQGVPLHSTIPRATSQRLLRVPRPMPLIQSIPTTPEASGVKEKGLDLPGSIPGPHELRPGAQEAQISWQYLHCNDEKMQKSLGAIVIPPIPKARTVAATPSRVPGSLPSPLPPGQGVLTGLRAPRTRLARGSGPREKTPASLEPKPLASP.... Result: 0 (no interaction). (4) The miRNA is hsa-miR-23a-3p with sequence AUCACAUUGCCAGGGAUUUCC. The protein sequence of the target gene is MDQPFTVNSLKKLAAMPDHTDVSLSPEERVRALSKLGCNITISEDITPRRYFRSGVEMERMASVYLEEGNLENAFVLYNKFITLFVEKLPNHRDYQQCAVPEKQDIMKKLKEIAFPRTDELKNDLLKKYNVEYQEYLQSKNKYKAEILKKLEHQRLIEAERKRIAQMRQQQLESEQFLFFEDQLKKQELARGQMRSQQTSGLSEQIDGSALSCFSTHQNNSLLNVFADQPNKSDATNYASHSPPVNRALTPAATLSAVQNLVVEGLRCVVLPEDLCHKFLQLAESNTVRGIETCGILCGK.... Result: 1 (interaction). (5) The miRNA is hsa-miR-4789-5p with sequence GUAUACACCUGAUAUGUGUAUG. The protein sequence of the target gene is MSVLRRMMRVSNRSLLAFIFFFSLSSSCLYFIYVAPGIANTYLFMVQARGIMLRENVKTIGHMIRLYTNKNSTLNGTDYPEGNNSSDYLVQTTTYLPENFTYSPYLPCPEKLPYMRGFLNVNVSEVSFDEIHQLFSKDLDIEPGGHWRPKDCKPRWKVAVLIPFRNRHEHLPIFFLHLIPMLQKQRLEFAFYVIEQTGTQPFNRAMLFNVGFKEAMKDSVWDCVIFHDVDHLPENDRNYYGCGEMPRHFAAKLDKYMYILPYKEFFGGVSGLTVEQFRKINGFPNAFWGWGGEDDDLWNR.... Result: 1 (interaction). (6) The miRNA is hsa-miR-5588-3p with sequence AAGUCCCACUAAUGCCAGC. The protein sequence of the target gene is MAHPVQSEFPSAQEPGSAAFLDLPEMEILLTKAENKDDKTLNLSKTLSGPLDLEQNSQGLPFKAISEGHLEAPLPRSPSRASSRRASSIATTSYAQDQEAPRDYLILAVVACFCPVWPLNLIPLIISIMSRSSMQQGNVDGARRLGRLARLLSITLIIMGIVIIMVAVTVNFTVQKK. Result: 0 (no interaction).